Task: Predict the reaction yield, written as a fraction of the theoretical maximum amount of product (1.0 means a 100% yield; for example, 0.34 means a 34% yield).. Dataset: Reaction yield outcomes from USPTO patents with 853,638 reactions (1) The reactants are [Cl-].[Al+3].[Cl-].[Cl-].[Cl:5][S:6]([C:9]1[CH:10]=[C:11]([CH:15]=[CH:16][C:17]=1[F:18])[C:12](Cl)=[O:13])(=[O:8])=[O:7].[C:19]1([O:25][CH3:26])[CH:24]=[CH:23][CH:22]=[CH:21][CH:20]=1. The catalyst is C(Cl)Cl. The product is [F:18][C:17]1[CH:16]=[CH:15][C:11]([C:12](=[O:13])[C:22]2[CH:23]=[CH:24][C:19]([O:25][CH3:26])=[CH:20][CH:21]=2)=[CH:10][C:9]=1[S:6]([Cl:5])(=[O:8])=[O:7]. The yield is 0.540. (2) The reactants are Cl.C(O[C:5]([C:7]1[NH:8][CH:9]=[CH:10][C:11]=1[NH2:12])=[O:6])C.[CH:13]([C:15]1[N:16]=[CH:17][NH:18][CH:19]=1)=O.[BH3-]C#N.[Na+].CCN(CC)CC.C([N:39]=[C:40]=[S:41])(=O)C1C=CC=CC=1. The catalyst is CO. The product is [NH:16]1[C:15]([CH2:13][N:12]2[C:11]3[CH:10]=[CH:9][NH:8][C:7]=3[C:5](=[O:6])[NH:39][C:40]2=[S:41])=[CH:19][N:18]=[CH:17]1. The yield is 0.130. (3) The reactants are [CH3:1][C:2]1[N:11]([CH:12]2[CH2:17][CH2:16][C:15](=[O:18])[NH:14][C:13]2=[O:19])[C:10](=[O:20])[C:9]2[C:4](=[CH:5][CH:6]=[CH:7][C:8]=2[N+:21]([O-])=O)[N:3]=1. The catalyst is CN(C=O)C.[OH-].[OH-].[Pd+2]. The product is [NH2:21][C:8]1[CH:7]=[CH:6][CH:5]=[C:4]2[C:9]=1[C:10](=[O:20])[N:11]([CH:12]1[CH2:17][CH2:16][C:15](=[O:18])[NH:14][C:13]1=[O:19])[C:2]([CH3:1])=[N:3]2. The yield is 0.690. (4) The reactants are [F:1][C:2]1[CH:9]=[C:8]([F:10])[CH:7]=[C:6]([O:11][C@H:12]([CH2:14][CH:15]=[CH2:16])[CH3:13])[C:3]=1[CH:4]=[O:5].[H-].[Al+3].[Li+].[H-].[H-].[H-]. The catalyst is C1COCC1. The product is [F:1][C:2]1[CH:9]=[C:8]([F:10])[CH:7]=[C:6]([O:11][C@H:12]([CH2:14][CH:15]=[CH2:16])[CH3:13])[C:3]=1[CH2:4][OH:5]. The yield is 0.392. (5) The reactants are [C:1]([NH:4][C:5]1[C:10](=O)[CH2:9][CH:8]([C:12]([O:14][CH2:15][CH3:16])=[O:13])[CH2:7][C:6]=1[OH:17])(=O)[CH3:2].[CH2:18]([NH2:21])[CH:19]=[CH2:20].O[C@@H](C)CNC(C1C2CCC3(NC=2C2N=C(C)N(C)C=2C=1)CC1C(=CC=CC=1)C3)=O. The catalyst is C1(C)C=CC=CC=1.C(O)(=O)C. The product is [CH2:18]([N:21]1[C:10]2[CH2:9][CH:8]([C:12]([O:14][CH2:15][CH3:16])=[O:13])[CH2:7][C:6](=[O:17])[C:5]=2[N:4]=[C:1]1[CH3:2])[CH:19]=[CH2:20]. The yield is 0.570.